This data is from Catalyst prediction with 721,799 reactions and 888 catalyst types from USPTO. The task is: Predict which catalyst facilitates the given reaction. (1) Reactant: O=[CH:2][CH2:3][C:4]1[CH:5]=[CH:6][C:7]2[N:8]([C:10]([C:13]([O:15][CH2:16]C)=[O:14])=[CH:11][N:12]=2)[CH:9]=1.[CH3:18][N:19]1[CH2:24][CH2:23][NH:22][CH2:21][CH2:20]1.C(O[BH-](OC(=O)C)OC(=O)C)(=O)C.[Na+]. Product: [CH3:18][N:19]1[CH2:24][CH2:23][N:22]([CH2:2][CH2:3][C:4]2[CH:5]=[CH:6][C:7]3[N:8]([C:10]([C:13]([O:15][CH3:16])=[O:14])=[CH:11][N:12]=3)[CH:9]=2)[CH2:21][CH2:20]1. The catalyst class is: 2. (2) Reactant: Br[C:2]1[S:6][C:5]2[C:7](=[O:17])[CH2:8][CH:9]([C:10]3[CH:15]=[CH:14][C:13]([Cl:16])=[CH:12][CH:11]=3)[C:4]=2[CH:3]=1.[NH:18]1[CH2:23][CH2:22][O:21][CH2:20][CH2:19]1.O1CCOCC1.C(=O)([O-])[O-].[Cs+].[Cs+].C1(P(C2C=CC=CC=2)C2C3OC4C(=CC=CC=4P(C4C=CC=CC=4)C4C=CC=CC=4)C(C)(C)C=3C=CC=2)C=CC=CC=1. The catalyst class is: 110. Product: [Cl:16][C:13]1[CH:14]=[CH:15][C:10]([CH:9]2[C:4]3[CH:3]=[C:2]([N:18]4[CH2:23][CH2:22][O:21][CH2:20][CH2:19]4)[S:6][C:5]=3[C:7](=[O:17])[CH2:8]2)=[CH:11][CH:12]=1. (3) Product: [CH3:1][O:2][C:3]1[CH:8]=[CH:7][C:6]([CH2:9][N:10]([CH3:11])[C:23](=[O:24])[O:25][C:26]([CH3:27])([CH3:28])[CH3:29])=[CH:5][C:4]=1[N+:12]([O-:14])=[O:13]. Reactant: [CH3:1][O:2][C:3]1[CH:8]=[CH:7][C:6]([CH2:9][NH:10][CH3:11])=[CH:5][C:4]=1[N+:12]([O-:14])=[O:13].[CH3:27][C:26]([O:25][C:23](O[C:23]([O:25][C:26]([CH3:29])([CH3:28])[CH3:27])=[O:24])=[O:24])([CH3:29])[CH3:28]. The catalyst class is: 64. (4) Reactant: C([N:8]1[CH2:13][CH2:12][O:11][CH:10]([C:14]2[CH:19]=[CH:18][C:17]([CH:20]=[CH:21][C:22]3[C:27](Cl)=[CH:26][CH:25]=[CH:24][C:23]=3Cl)=[CH:16][CH:15]=2)[CH2:9]1)C1C=CC=CC=1. Product: [CH2:20]([C:17]1[CH:18]=[CH:19][C:14]([CH:10]2[O:11][CH2:12][CH2:13][NH:8][CH2:9]2)=[CH:15][CH:16]=1)[CH2:21][C:22]1[CH:23]=[CH:24][CH:25]=[CH:26][CH:27]=1. The catalyst class is: 293.